This data is from Catalyst prediction with 721,799 reactions and 888 catalyst types from USPTO. The task is: Predict which catalyst facilitates the given reaction. Reactant: Br[C:2]1[CH:3]=[C:4]2[C:8](=[CH:9][CH:10]=1)[N:7]([S:11]([CH2:14][CH3:15])(=[O:13])=[O:12])[CH2:6][CH2:5]2.[CH3:16][N:17]1[C:21]([C:22]#[N:23])=[CH:20][CH:19]=[C:18]1B(O)O.[F-].[K+]. Product: [CH2:14]([S:11]([N:7]1[C:8]2[C:4](=[CH:3][C:2]([C:18]3[N:17]([CH3:16])[C:21]([C:22]#[N:23])=[CH:20][CH:19]=3)=[CH:10][CH:9]=2)[CH2:5][CH2:6]1)(=[O:13])=[O:12])[CH3:15]. The catalyst class is: 110.